The task is: Predict which catalyst facilitates the given reaction.. This data is from Catalyst prediction with 721,799 reactions and 888 catalyst types from USPTO. (1) Reactant: [CH3:1][Si:2]([CH3:22])([CH3:21])[O:3][C:4]#[C:5][C:6]1([Si:12]([CH3:20])([CH3:19])[NH:13][Si:14]([CH3:18])([CH3:17])[CH:15]=[CH2:16])[CH2:11][CH2:10][CH2:9][CH2:8][CH2:7]1.[Cl:23][C:24]1[CH:31]=[CH:30][C:27](C=C)=[CH:26][CH:25]=1. Product: [CH3:22][Si:2]([CH3:21])([CH3:1])[O:3][C:4]#[C:5][C:6]1([Si:12]([CH3:20])([CH3:19])[NH:13][Si:14]([CH3:18])([CH3:17])/[CH:15]=[CH:16]/[C:27]2[CH:30]=[CH:31][C:24]([Cl:23])=[CH:25][CH:26]=2)[CH2:11][CH2:10][CH2:9][CH2:8][CH2:7]1. The catalyst class is: 11. (2) Reactant: C([O:3][C:4](=[O:34])[C:5]1[CH:10]=[CH:9][CH:8]=[N:7][C:6]=1[O:11][C:12]1[CH:17]=[CH:16][C:15]([CH2:18][C@H:19]([NH:22][CH2:23][C@H:24]([OH:33])[CH2:25][O:26][C:27]2[CH:32]=[CH:31][CH:30]=[CH:29][CH:28]=2)[CH2:20][OH:21])=[CH:14][CH:13]=1)C.[OH-].[Na+:36]. Product: [OH:21][CH2:20][C@@H:19]([NH:22][CH2:23][C@H:24]([OH:33])[CH2:25][O:26][C:27]1[CH:28]=[CH:29][CH:30]=[CH:31][CH:32]=1)[CH2:18][C:15]1[CH:16]=[CH:17][C:12]([O:11][C:6]2[N:7]=[CH:8][CH:9]=[CH:10][C:5]=2[C:4]([O-:34])=[O:3])=[CH:13][CH:14]=1.[Na+:36]. The catalyst class is: 8.